This data is from Forward reaction prediction with 1.9M reactions from USPTO patents (1976-2016). The task is: Predict the product of the given reaction. Given the reactants C([O:8][C:9]1[CH:17]=[C:16]2[C:12]([C:13]([C:19]3[N:27]([S:28]([C:31]4[CH:36]=[CH:35][C:34]([CH3:37])=[CH:33][CH:32]=4)(=[O:30])=[O:29])[C:22]4=[N:23][CH:24]=[CH:25][CH:26]=[C:21]4[CH:20]=3)=[CH:14][N:15]2[CH3:18])=[CH:11][C:10]=1[O:38][CH3:39])C1C=CC=CC=1.C[Si](I)(C)C, predict the reaction product. The product is: [CH3:39][O:38][C:10]1[CH:11]=[C:12]2[C:16](=[CH:17][C:9]=1[OH:8])[N:15]([CH3:18])[CH:14]=[C:13]2[C:19]1[N:27]([S:28]([C:31]2[CH:32]=[CH:33][C:34]([CH3:37])=[CH:35][CH:36]=2)(=[O:30])=[O:29])[C:22]2=[N:23][CH:24]=[CH:25][CH:26]=[C:21]2[CH:20]=1.